The task is: Predict the reactants needed to synthesize the given product.. This data is from Full USPTO retrosynthesis dataset with 1.9M reactions from patents (1976-2016). Given the product [Cl:28][C:27]1[C:22]([NH:19][CH2:18][C:17]2[C:8]([C:3]3[CH:4]=[CH:5][CH:6]=[CH:7][C:2]=3[Cl:1])=[N:9][C:10]3[C:15]([CH:16]=2)=[CH:14][CH:13]=[CH:12][C:11]=3[CH3:20])=[N:23][C:24]([NH2:29])=[N:25][CH:26]=1, predict the reactants needed to synthesize it. The reactants are: [Cl:1][C:2]1[CH:7]=[CH:6][CH:5]=[CH:4][C:3]=1[C:8]1[C:17]([CH2:18][NH2:19])=[CH:16][C:15]2[C:10](=[C:11]([CH3:20])[CH:12]=[CH:13][CH:14]=2)[N:9]=1.Cl[C:22]1[C:27]([Cl:28])=[CH:26][N:25]=[C:24]([NH2:29])[N:23]=1.